This data is from Full USPTO retrosynthesis dataset with 1.9M reactions from patents (1976-2016). The task is: Predict the reactants needed to synthesize the given product. (1) Given the product [CH2:29]([N:26]1[C:21]2=[N:22][C:23]([CH2:24][CH3:25])=[C:18]([CH2:17][NH:16][C:14](=[O:15])[CH2:13][CH2:12][C:11]([NH:10][CH2:9][C:4]3[CH:3]=[C:2]([C:45]4[CH:44]=[CH:43][CH:42]=[C:41]([CH:39]=[O:40])[CH:46]=4)[C:7]([CH3:8])=[CH:6][CH:5]=3)=[O:38])[C:19]([NH:31][CH:32]3[CH2:37][CH2:36][O:35][CH2:34][CH2:33]3)=[C:20]2[CH:28]=[N:27]1)[CH3:30], predict the reactants needed to synthesize it. The reactants are: Br[C:2]1[CH:3]=[C:4]([CH2:9][NH:10][C:11](=[O:38])[CH2:12][CH2:13][C:14]([NH:16][CH2:17][C:18]2[C:19]([NH:31][CH:32]3[CH2:37][CH2:36][O:35][CH2:34][CH2:33]3)=[C:20]3[CH:28]=[N:27][N:26]([CH2:29][CH3:30])[C:21]3=[N:22][C:23]=2[CH2:24][CH3:25])=[O:15])[CH:5]=[CH:6][C:7]=1[CH3:8].[CH:39]([C:41]1[CH:42]=[C:43](B(O)O)[CH:44]=[CH:45][CH:46]=1)=[O:40].C(=O)([O-])[O-].[Na+].[Na+]. (2) The reactants are: [Al+3].[Cl-].[Cl-].[Cl-].[CH3:5][C:6]1([CH3:17])[C:15]2[C:10](=[CH:11][CH:12]=[CH:13][CH:14]=2)[C:9](=[O:16])[CH2:8][CH2:7]1.[Br:18]Br. Given the product [CH3:5][C:6]1([CH3:17])[C:15]2[C:10](=[CH:11][C:12]([Br:18])=[CH:13][CH:14]=2)[C:9](=[O:16])[CH2:8][CH2:7]1, predict the reactants needed to synthesize it. (3) Given the product [Br:18][C:5]1[S:1][C:2]([C:6]2([C:16]#[N:17])[CH2:7][CH2:8][C:9]3([O:13][CH2:12][CH2:11][O:10]3)[CH2:14][CH2:15]2)=[N:3][CH:4]=1, predict the reactants needed to synthesize it. The reactants are: [S:1]1[CH:5]=[CH:4][N:3]=[C:2]1[C:6]1([C:16]#[N:17])[CH2:15][CH2:14][C:9]2([O:13][CH2:12][CH2:11][O:10]2)[CH2:8][CH2:7]1.[Br:18]N1C(=O)CCC1=O.